Dataset: Full USPTO retrosynthesis dataset with 1.9M reactions from patents (1976-2016). Task: Predict the reactants needed to synthesize the given product. (1) Given the product [NH2:18][C:14]1[C:13]([C:9]2[N:10]([CH2:11][CH3:12])[C:6]3[CH:5]=[C:4]([CH2:19][NH:20][CH3:21])[N:3]=[C:2]([C:26]#[C:25][C:23]([CH3:24])([OH:27])[CH3:22])[C:7]=3[N:8]=2)=[N:17][O:16][N:15]=1, predict the reactants needed to synthesize it. The reactants are: Cl[C:2]1[C:7]2[N:8]=[C:9]([C:13]3[C:14]([NH2:18])=[N:15][O:16][N:17]=3)[N:10]([CH2:11][CH3:12])[C:6]=2[CH:5]=[C:4]([CH2:19][NH:20][CH3:21])[N:3]=1.[CH3:22][C:23]([OH:27])([C:25]#[CH:26])[CH3:24]. (2) Given the product [CH3:12][C:13]([CH3:16])([CH3:15])/[CH:14]=[CH:8]/[C:7]1[CH:10]=[CH:11][C:4]([C:1]([OH:3])=[O:2])=[CH:5][CH:6]=1, predict the reactants needed to synthesize it. The reactants are: [C:1]([C:4]1[CH:11]=[CH:10][C:7]([CH:8]=O)=[CH:6][CH:5]=1)([OH:3])=[O:2].[CH2:12]([Mg]Cl)[C:13]([CH3:16])([CH3:15])[CH3:14]. (3) Given the product [CH3:38][O:39][CH:40]([O:44][CH3:45])[CH2:41][N:42]([CH3:43])[C:21]1[N:20]=[C:19]([O:18][C:11]2[C:12]3[C:17](=[CH:16][CH:15]=[CH:14][CH:13]=3)[C:8]([NH:7][C:5](=[O:6])[C:4]3[CH:29]=[C:30]([N:32]4[CH2:37][CH2:36][O:35][CH2:34][CH2:33]4)[CH:31]=[C:2]([F:1])[CH:3]=3)=[CH:9][CH:10]=2)[CH:24]=[CH:23][N:22]=1, predict the reactants needed to synthesize it. The reactants are: [F:1][C:2]1[CH:3]=[C:4]([CH:29]=[C:30]([N:32]2[CH2:37][CH2:36][O:35][CH2:34][CH2:33]2)[CH:31]=1)[C:5]([NH:7][C:8]1[C:17]2[C:12](=[CH:13][CH:14]=[CH:15][CH:16]=2)[C:11]([O:18][C:19]2[CH:24]=[CH:23][N:22]=[C:21](S(C)(=O)=O)[N:20]=2)=[CH:10][CH:9]=1)=[O:6].[CH3:38][O:39][CH:40]([O:44][CH3:45])[CH2:41][NH:42][CH3:43]. (4) Given the product [CH3:1][C:2]1[CH:7]=[CH:6][N:5]=[CH:4][C:3]=1[N:8]1[CH2:12][CH2:11][N:10]([C:15]2[CH:20]=[CH:19][N:18]=[C:17]([C:21]([F:24])([F:23])[F:22])[CH:16]=2)[C:9]1=[O:13], predict the reactants needed to synthesize it. The reactants are: [CH3:1][C:2]1[CH:7]=[CH:6][N:5]=[CH:4][C:3]=1[N:8]1[CH2:12][CH2:11][NH:10][C:9]1=[O:13].Br[C:15]1[CH:20]=[CH:19][N:18]=[C:17]([C:21]([F:24])([F:23])[F:22])[CH:16]=1.N[C@@H]1CCCC[C@H]1N.P([O-])([O-])([O-])=O.[K+].[K+].[K+]. (5) Given the product [Br:7][C:8]1[CH:13]=[CH:12][CH:11]=[C:10]([S:14][CH:2]2[CH2:6][CH2:5][CH2:4][CH2:3]2)[CH:9]=1, predict the reactants needed to synthesize it. The reactants are: I[CH:2]1[CH2:6][CH2:5][CH2:4][CH2:3]1.[Br:7][C:8]1[CH:9]=[C:10]([SH:14])[CH:11]=[CH:12][CH:13]=1.C(=O)([O-])[O-].[K+].[K+]. (6) Given the product [C:15]1([CH:14]2[NH:1][C:2]3[C:7]([Br:8])=[CH:6][C:5]([Br:9])=[CH:4][C:3]=3[S:10](=[O:12])(=[O:11])[NH:13]2)[CH:20]=[CH:19][CH:18]=[CH:17][CH:16]=1, predict the reactants needed to synthesize it. The reactants are: [NH2:1][C:2]1[C:7]([Br:8])=[CH:6][C:5]([Br:9])=[CH:4][C:3]=1[S:10]([NH2:13])(=[O:12])=[O:11].[CH:14](=O)[C:15]1[CH:20]=[CH:19][CH:18]=[CH:17][CH:16]=1. (7) Given the product [ClH:39].[C:34]([C:26]1[CH:25]=[C:24]([C:22]2[O:21][N:20]=[C:19]([C:15]3[CH:14]=[CH:13][CH:12]=[C:11]4[C:16]=3[CH2:17][CH2:18][N:9]([CH2:8][C:7]([OH:36])=[O:6])[CH2:10]4)[N:23]=2)[CH:29]=[CH:28][C:27]=1[O:30][CH:31]([CH3:33])[CH3:32])#[N:35], predict the reactants needed to synthesize it. The reactants are: C(O)=O.C([O:6][C:7](=[O:36])[CH2:8][N:9]1[CH2:18][CH2:17][C:16]2[C:11](=[CH:12][CH:13]=[CH:14][C:15]=2[C:19]2[N:23]=[C:22]([C:24]3[CH:29]=[CH:28][C:27]([O:30][CH:31]([CH3:33])[CH3:32])=[C:26]([C:34]#[N:35])[CH:25]=3)[O:21][N:20]=2)[CH2:10]1)C.[Li+].[OH-].[ClH:39]. (8) Given the product [F:26][C:27]1[CH:32]=[CH:31][CH:30]=[CH:29][C:28]=1[NH:33][C:21]([C:19]1[N:20]=[C:16]([CH2:15][O:14][C:13]2[CH:12]=[CH:11][C:10]([CH2:9][CH2:8][CH2:7][CH2:6][N:1]3[CH:5]=[CH:4][N:3]=[N:2]3)=[CH:25][CH:24]=2)[O:17][CH:18]=1)=[O:23], predict the reactants needed to synthesize it. The reactants are: [N:1]1([CH2:6][CH2:7][CH2:8][CH2:9][C:10]2[CH:25]=[CH:24][C:13]([O:14][CH2:15][C:16]3[O:17][CH:18]=[C:19]([C:21]([OH:23])=O)[N:20]=3)=[CH:12][CH:11]=2)[CH:5]=[CH:4][N:3]=[N:2]1.[F:26][C:27]1[CH:32]=[CH:31][CH:30]=[CH:29][C:28]=1[NH2:33]. (9) The reactants are: [C:1]([O:5][C:6]([N:8]1[CH2:13][CH2:12][O:11][CH:10]([C:14]([OH:16])=O)[CH2:9]1)=[O:7])([CH3:4])([CH3:3])[CH3:2].CCN(C(C)C)C(C)C.CN(C(ON1N=NC2C=CC=NC1=2)=[N+](C)C)C.F[P-](F)(F)(F)(F)F.Cl.[CH2:51]([O:58][C:59](=[O:78])[NH:60][CH2:61][CH2:62][CH2:63][CH2:64][C@H:65]([NH2:77])[C:66]([C:68]1[S:69][C:70]2[CH:76]=[CH:75][CH:74]=[CH:73][C:71]=2[N:72]=1)=[O:67])[C:52]1[CH:57]=[CH:56][CH:55]=[CH:54][CH:53]=1. Given the product [C:1]([O:5][C:6]([N:8]1[CH2:13][CH2:12][O:11][CH:10]([C:14](=[O:16])[NH:77][C@H:65]([C:66]([C:68]2[S:69][C:70]3[CH:76]=[CH:75][CH:74]=[CH:73][C:71]=3[N:72]=2)=[O:67])[CH2:64][CH2:63][CH2:62][CH2:61][NH:60][C:59]([O:58][CH2:51][C:52]2[CH:57]=[CH:56][CH:55]=[CH:54][CH:53]=2)=[O:78])[CH2:9]1)=[O:7])([CH3:2])([CH3:3])[CH3:4], predict the reactants needed to synthesize it.